Dataset: Full USPTO retrosynthesis dataset with 1.9M reactions from patents (1976-2016). Task: Predict the reactants needed to synthesize the given product. The reactants are: [NH:1]1[C:9]2[C:4](=[CH:5][CH:6]=[CH:7][CH:8]=2)[C:3]2([C:13]3=[CH:14][C:15]4[O:19][CH2:18][O:17][C:16]=4[CH:20]=[C:12]3[O:11][CH2:10]2)[C:2]1=[O:21].Br[C:23]1[CH:31]=[CH:30][CH:29]=[C:28]2[C:24]=1[C:25]1(C3=CC4OCOC=4C=C3OC1)C(=O)N2.BrCC1CCCCC1.BrCC1OC(C(F)(F)F)=CC=1. Given the product [CH:24]1([CH2:25][N:1]2[C:9]3[C:4](=[CH:5][CH:6]=[CH:7][CH:8]=3)[C:3]3([C:13]4=[CH:14][C:15]5[O:19][CH2:18][O:17][C:16]=5[CH:20]=[C:12]4[O:11][CH2:10]3)[C:2]2=[O:21])[CH2:28][CH2:29][CH2:30][CH2:31][CH2:23]1, predict the reactants needed to synthesize it.